Dataset: Reaction yield outcomes from USPTO patents with 853,638 reactions. Task: Predict the reaction yield, written as a fraction of the theoretical maximum amount of product (1.0 means a 100% yield; for example, 0.34 means a 34% yield). (1) The reactants are C(OC([N:8]1[CH2:13][C@@H:12]2[CH2:14][C@H:9]1[CH2:10][N:11]2[CH2:15][C:16]1[CH:21]=[CH:20][C:19]([O:22][C:23]2[S:24][C:25]3[CH:31]=[CH:30][CH:29]=[CH:28][C:26]=3[N:27]=2)=[CH:18][CH:17]=1)=O)(C)(C)C.[ClH:32]. The catalyst is C(Cl)Cl. The product is [ClH:32].[C@H:12]12[CH2:14][C@H:9]([NH:8][CH2:13]1)[CH2:10][N:11]2[CH2:15][C:16]1[CH:17]=[CH:18][C:19]([O:22][C:23]2[S:24][C:25]3[CH:31]=[CH:30][CH:29]=[CH:28][C:26]=3[N:27]=2)=[CH:20][CH:21]=1. The yield is 0.700. (2) The reactants are [Br:1][CH2:2][CH2:3][CH2:4][CH2:5][CH2:6][CH2:7][OH:8].[O:9]1[CH:14]=[CH:13][CH2:12][CH2:11][CH2:10]1. No catalyst specified. The product is [Br:1][CH2:2][CH2:3][CH2:4][CH2:5][CH2:6][CH2:7][O:8][CH:10]1[CH2:11][CH2:12][CH2:13][CH2:14][O:9]1. The yield is 0.909.